Dataset: Full USPTO retrosynthesis dataset with 1.9M reactions from patents (1976-2016). Task: Predict the reactants needed to synthesize the given product. (1) Given the product [F:32][CH:18]([F:17])[O:19][C:20]1[CH:21]=[C:22]([N:26]2[CH2:31][CH2:30][N:29]([C:12]([C:11]3[N:10]=[CH:9][NH:8][C:7]=3[C:1]3[CH:2]=[CH:3][CH:4]=[CH:5][CH:6]=3)=[O:14])[CH2:28][CH2:27]2)[CH:23]=[CH:24][CH:25]=1, predict the reactants needed to synthesize it. The reactants are: [C:1]1([C:7]2[N:8]=[CH:9][NH:10][C:11]=2[C:12]([OH:14])=O)[CH:6]=[CH:5][CH:4]=[CH:3][CH:2]=1.Cl.Cl.[F:17][CH:18]([F:32])[O:19][C:20]1[CH:21]=[C:22]([N:26]2[CH2:31][CH2:30][NH:29][CH2:28][CH2:27]2)[CH:23]=[CH:24][CH:25]=1.Cl.CN(C)CCCN=C=NCC.O.ON1C2C=CC=CC=2N=N1. (2) Given the product [C:1]([O:5][C:6](=[O:7])[NH:8][C:9]1([C:13]2[CH:14]=[CH:15][C:16]([C:19]3[N:20]=[C:21]4[CH:26]=[C:25]([C:27](=[O:28])[N:54]([O:53][CH3:70])[CH3:55])[CH:24]=[CH:23][N:22]4[C:30]=3[C:31]3[CH:36]=[CH:35][CH:34]=[CH:33][CH:32]=3)=[CH:17][CH:18]=2)[CH2:12][CH2:11][CH2:10]1)([CH3:4])([CH3:3])[CH3:2], predict the reactants needed to synthesize it. The reactants are: [C:1]([O:5][C:6]([NH:8][C:9]1([C:13]2[CH:18]=[CH:17][C:16]([C:19]3[N:20]=[C:21]4[CH:26]=[C:25]([C:27](O)=[O:28])[CH:24]=[CH:23][N:22]4[C:30]=3[C:31]3[CH:36]=[CH:35][CH:34]=[CH:33][CH:32]=3)=[CH:15][CH:14]=2)[CH2:12][CH2:11][CH2:10]1)=[O:7])([CH3:4])([CH3:3])[CH3:2].C1CN([P+]([O:53][N:54]2N=NC3C=CC=C[C:55]2=3)(N2CCCC2)N2CCCC2)CC1.F[P-](F)(F)(F)(F)F.[CH3:70]N(C=O)C. (3) Given the product [F:23][C:24]1[CH:31]=[CH:30][C:27]([CH2:28][N:5]2[CH2:6][CH:1]3[CH2:7][CH:4]2[CH2:3][N:2]3[C:8]2[N:13]=[C:12]([NH2:14])[N:11]3[N:15]=[C:16]([C:18]4[O:19][CH:20]=[CH:21][CH:22]=4)[N:17]=[C:10]3[N:9]=2)=[CH:26][CH:25]=1, predict the reactants needed to synthesize it. The reactants are: [CH:1]12[CH2:7][CH:4]([NH:5][CH2:6]1)[CH2:3][N:2]2[C:8]1[N:13]=[C:12]([NH2:14])[N:11]2[N:15]=[C:16]([C:18]3[O:19][CH:20]=[CH:21][CH:22]=3)[N:17]=[C:10]2[N:9]=1.[F:23][C:24]1[CH:31]=[CH:30][C:27]([CH:28]=O)=[CH:26][CH:25]=1.C(O[BH-](OC(=O)C)OC(=O)C)(=O)C.[Na+].